From a dataset of Full USPTO retrosynthesis dataset with 1.9M reactions from patents (1976-2016). Predict the reactants needed to synthesize the given product. Given the product [CH2:1]([O:8][C:9]1[C:13]([C:14]([O:16][CH3:17])=[O:15])=[N:12][N:11]([CH:31]([C:32]([O:34][CH2:35][CH3:36])=[O:33])[CH2:30][NH:29][C:27]([O:26][C:22]([CH3:25])([CH3:23])[CH3:24])=[O:28])[C:10]=1[C:18]([O:20][CH3:21])=[O:19])[C:2]1[CH:7]=[CH:6][CH:5]=[CH:4][CH:3]=1, predict the reactants needed to synthesize it. The reactants are: [CH2:1]([O:8][C:9]1[C:10]([C:18]([O:20][CH3:21])=[O:19])=[N:11][NH:12][C:13]=1[C:14]([O:16][CH3:17])=[O:15])[C:2]1[CH:7]=[CH:6][CH:5]=[CH:4][CH:3]=1.[C:22]([O:26][C:27]([NH:29][CH2:30][CH:31](OS(C)(=O)=O)[C:32]([O:34][CH2:35][CH3:36])=[O:33])=[O:28])([CH3:25])([CH3:24])[CH3:23].C([O-])([O-])=O.[Cs+].[Cs+].